Dataset: Merck oncology drug combination screen with 23,052 pairs across 39 cell lines. Task: Regression. Given two drug SMILES strings and cell line genomic features, predict the synergy score measuring deviation from expected non-interaction effect. (1) Drug 1: COc1cccc2c1C(=O)c1c(O)c3c(c(O)c1C2=O)CC(O)(C(=O)CO)CC3OC1CC(N)C(O)C(C)O1. Drug 2: Cn1c(=O)n(-c2ccc(C(C)(C)C#N)cc2)c2c3cc(-c4cnc5ccccc5c4)ccc3ncc21. Cell line: UWB1289. Synergy scores: synergy=13.9. (2) Drug 1: COC1CC2CCC(C)C(O)(O2)C(=O)C(=O)N2CCCCC2C(=O)OC(C(C)CC2CCC(OP(C)(C)=O)C(OC)C2)CC(=O)C(C)C=C(C)C(O)C(OC)C(=O)C(C)CC(C)C=CC=CC=C1C. Drug 2: CCc1cnn2c(NCc3ccc[n+]([O-])c3)cc(N3CCCCC3CCO)nc12. Cell line: ES2. Synergy scores: synergy=13.5. (3) Drug 1: O=C(O)C1(Cc2cccc(Nc3nccs3)n2)CCC(Oc2cccc(Cl)c2F)CC1. Drug 2: CCC1(O)C(=O)OCc2c1cc1n(c2=O)Cc2cc3c(CN(C)C)c(O)ccc3nc2-1. Cell line: OCUBM. Synergy scores: synergy=-26.3. (4) Drug 1: COc1cccc2c1C(=O)c1c(O)c3c(c(O)c1C2=O)CC(O)(C(=O)CO)CC3OC1CC(N)C(O)C(C)O1. Drug 2: C=CCn1c(=O)c2cnc(Nc3ccc(N4CCN(C)CC4)cc3)nc2n1-c1cccc(C(C)(C)O)n1. Cell line: NCIH2122. Synergy scores: synergy=-5.33. (5) Drug 1: C#Cc1cccc(Nc2ncnc3cc(OCCOC)c(OCCOC)cc23)c1. Drug 2: CCC1(O)C(=O)OCc2c1cc1n(c2=O)Cc2cc3c(CN(C)C)c(O)ccc3nc2-1. Cell line: A427. Synergy scores: synergy=26.3.